This data is from Reaction yield outcomes from USPTO patents with 853,638 reactions. The task is: Predict the reaction yield, written as a fraction of the theoretical maximum amount of product (1.0 means a 100% yield; for example, 0.34 means a 34% yield). (1) The reactants are [CH:1]1([CH2:4][CH:5]=O)[CH2:3][CH2:2]1.[C:7]([O:11][CH2:12][CH3:13])(=[O:10])[NH:8][NH2:9]. The catalyst is CCO. The product is [CH2:12]([O:11][C:7]([NH:8][N:9]=[CH:5][CH2:4][CH:1]1[CH2:2][CH2:3]1)=[O:10])[CH3:13]. The yield is 0.850. (2) The reactants are [N+:1]([C:4]1[CH:13]=[CH:12][C:7]2[NH:8][CH2:9][CH2:10][O:11][C:6]=2[CH:5]=1)([O-:3])=[O:2].[H-].[Na+].Br[CH2:17][C:18]1[CH:27]=[CH:26][C:21]([C:22]([O:24][CH3:25])=[O:23])=[CH:20][CH:19]=1. The catalyst is CN(C=O)C. The product is [N+:1]([C:4]1[CH:13]=[CH:12][C:7]2[N:8]([CH2:17][C:18]3[CH:27]=[CH:26][C:21]([C:22]([O:24][CH3:25])=[O:23])=[CH:20][CH:19]=3)[CH2:9][CH2:10][O:11][C:6]=2[CH:5]=1)([O-:3])=[O:2]. The yield is 0.900. (3) The reactants are [NH2:1][C:2]1[CH:10]=[C:9]([O:11][CH3:12])[CH:8]=[C:7]([O:13][CH3:14])[C:3]=1[C:4]([NH2:6])=[O:5].[Br:15][C:16]1[N:21]=[C:20]([CH:22]=O)[CH:19]=[CH:18][CH:17]=1.OS([O-])=O.[Na+].O.C1(C)C=CC(S(O)(=O)=O)=CC=1. The catalyst is CN(C)C(=O)C. The product is [Br:15][C:16]1[N:21]=[C:20]([C:22]2[NH:6][C:4](=[O:5])[C:3]3[C:2](=[CH:10][C:9]([O:11][CH3:12])=[CH:8][C:7]=3[O:13][CH3:14])[N:1]=2)[CH:19]=[CH:18][CH:17]=1. The yield is 0.480. (4) The reactants are Cl[C:2]1[N:3]=[C:4]([NH:17][CH:18]2[CH2:21][CH2:20][CH2:19]2)[C:5]2[CH2:10][CH2:9][CH:8]([C:11]3[CH:16]=[CH:15][CH:14]=[CH:13][CH:12]=3)[C:6]=2[N:7]=1.[Cl:22][C:23]1[N:24]=[CH:25][N:26]([C:28]2[CH:34]=[CH:33][C:31]([NH2:32])=[CH:30][C:29]=2[O:35][CH3:36])[CH:27]=1.OS(O)(=O)=O.CCOC(C)=O. The catalyst is CN1C(=O)CCC1. The product is [Cl:22][C:23]1[N:24]=[CH:25][N:26]([C:28]2[CH:34]=[CH:33][C:31]([NH:32][C:2]3[N:3]=[C:4]([NH:17][CH:18]4[CH2:19][CH2:20][CH2:21]4)[C:5]4[CH2:10][CH2:9][CH:8]([C:11]5[CH:12]=[CH:13][CH:14]=[CH:15][CH:16]=5)[C:6]=4[N:7]=3)=[CH:30][C:29]=2[O:35][CH3:36])[CH:27]=1. The yield is 0.716. (5) The product is [C:17]([O:16][C:14]([N:21]([CH3:33])[C@@H:22]([CH2:23][C:24]1[CH:25]=[CH:26][CH:27]=[CH:28][CH:29]=1)[C:30]([O:32][CH2:2][C:3]#[N:4])=[O:31])=[O:15])([CH3:18])([CH3:20])[CH3:19]. The yield is 0.890. The catalyst is O1CCCC1. The reactants are Cl[CH2:2][C:3]#[N:4].CCN(C(C)C)C(C)C.[C:14]([N:21]([CH3:33])[C@H:22]([C:30]([OH:32])=[O:31])[CH2:23][C:24]1[CH:29]=[CH:28][CH:27]=[CH:26][CH:25]=1)([O:16][C:17]([CH3:20])([CH3:19])[CH3:18])=[O:15]. (6) The reactants are C1(N2C=C(Cl)C(Cl)[C:9](=[O:15])N2)C=CC=CC=1.[C:16]1([N:22]2[C:27](=[O:28])[C:26]([Cl:29])=[C:25](Cl)[CH:24]=[N:23]2)[CH:21]=[CH:20][CH:19]=[CH:18][CH:17]=1.C([O-])([O-])=O.[K+].[K+]. The catalyst is CO. The product is [C:16]1([N:22]2[C:27](=[O:28])[C:26]([Cl:29])=[C:25]([O:15][CH3:9])[CH:24]=[N:23]2)[CH:21]=[CH:20][CH:19]=[CH:18][CH:17]=1. The yield is 0.950.